From a dataset of NCI-60 drug combinations with 297,098 pairs across 59 cell lines. Regression. Given two drug SMILES strings and cell line genomic features, predict the synergy score measuring deviation from expected non-interaction effect. (1) Drug 1: C1=NC(=NC(=O)N1C2C(C(C(O2)CO)O)O)N. Drug 2: CC1=C(C(=O)C2=C(C1=O)N3CC4C(C3(C2COC(=O)N)OC)N4)N. Cell line: A498. Synergy scores: CSS=50.2, Synergy_ZIP=-8.74, Synergy_Bliss=-0.196, Synergy_Loewe=0.760, Synergy_HSA=4.30. (2) Drug 1: CC1C(C(CC(O1)OC2CC(OC(C2O)C)OC3=CC4=CC5=C(C(=O)C(C(C5)C(C(=O)C(C(C)O)O)OC)OC6CC(C(C(O6)C)O)OC7CC(C(C(O7)C)O)OC8CC(C(C(O8)C)O)(C)O)C(=C4C(=C3C)O)O)O)O. Drug 2: CN(C(=O)NC(C=O)C(C(C(CO)O)O)O)N=O. Synergy scores: CSS=32.0, Synergy_ZIP=1.16, Synergy_Bliss=3.22, Synergy_Loewe=-35.0, Synergy_HSA=3.01. Cell line: CAKI-1. (3) Drug 1: CC1CCC2CC(C(=CC=CC=CC(CC(C(=O)C(C(C(=CC(C(=O)CC(OC(=O)C3CCCCN3C(=O)C(=O)C1(O2)O)C(C)CC4CCC(C(C4)OC)O)C)C)O)OC)C)C)C)OC. Drug 2: CC1=C2C(C(=O)C3(C(CC4C(C3C(C(C2(C)C)(CC1OC(=O)C(C(C5=CC=CC=C5)NC(=O)OC(C)(C)C)O)O)OC(=O)C6=CC=CC=C6)(CO4)OC(=O)C)O)C)O. Cell line: MOLT-4. Synergy scores: CSS=27.6, Synergy_ZIP=2.31, Synergy_Bliss=3.09, Synergy_Loewe=-1.78, Synergy_HSA=3.51. (4) Drug 1: CC=C1C(=O)NC(C(=O)OC2CC(=O)NC(C(=O)NC(CSSCCC=C2)C(=O)N1)C(C)C)C(C)C. Drug 2: CCN(CC)CCNC(=O)C1=C(NC(=C1C)C=C2C3=C(C=CC(=C3)F)NC2=O)C. Cell line: SK-OV-3. Synergy scores: CSS=63.4, Synergy_ZIP=-1.95, Synergy_Bliss=-0.264, Synergy_Loewe=-42.1, Synergy_HSA=0.702.